Dataset: Forward reaction prediction with 1.9M reactions from USPTO patents (1976-2016). Task: Predict the product of the given reaction. (1) Given the reactants C(OC(=O)[NH:10][C:11]1[CH:16]=[CH:15][C:14]([O:17][C:18]2[CH:23]=[CH:22][N:21]=[C:20]([NH:24][C:25]([N:27]3[CH2:32][CH2:31][CH:30]([N:33]4[CH2:36][CH:35]([N:37]([CH3:39])[CH3:38])[CH2:34]4)[CH2:29][CH2:28]3)=[O:26])[CH:19]=2)=[CH:13][C:12]=1[F:40])C1C=CC=CC=1, predict the reaction product. The product is: [NH2:10][C:11]1[CH:16]=[CH:15][C:14]([O:17][C:18]2[CH:23]=[CH:22][N:21]=[C:20]([NH:24][C:25]([N:27]3[CH2:32][CH2:31][CH:30]([N:33]4[CH2:36][CH:35]([N:37]([CH3:39])[CH3:38])[CH2:34]4)[CH2:29][CH2:28]3)=[O:26])[CH:19]=2)=[CH:13][C:12]=1[F:40]. (2) Given the reactants BrC1C=CC(O)=[C:6]([C:8]2[CH:17]=[CH:16][C:15]3[C:10](=[CH:11][CH:12]=[C:13]([C:18]4[N:22]([CH:23]5[CH2:28][CH2:27][CH2:26][CH2:25][CH2:24]5)[C:21]5[CH:29]=[CH:30][C:31]([C:33]([OH:35])=[O:34])=[CH:32][C:20]=5[N:19]=4)[CH:14]=3)[N:9]=2)[CH:7]=1.C(OC(C1C=CC2N(C3CCCCC3)C(C3C=CC(N)=C(C=O)C=3)=NC=2C=1)=O)C.[N:66]1(CCC(=O)C)[CH:70]=[CH:69][CH:68]=[N:67]1.[OH-].[K+], predict the reaction product. The product is: [CH:23]1([N:22]2[C:21]3[CH:29]=[CH:30][C:31]([C:33]([OH:35])=[O:34])=[CH:32][C:20]=3[N:19]=[C:18]2[C:13]2[CH:12]=[C:11]3[C:10](=[CH:15][CH:14]=2)[N:9]=[C:8]([CH2:17][CH2:16][N:66]2[CH:70]=[CH:69][CH:68]=[N:67]2)[CH:6]=[CH:7]3)[CH2:24][CH2:25][CH2:26][CH2:27][CH2:28]1. (3) Given the reactants [CH3:1][CH:2]([NH:4][C@H:5]1[CH2:9][CH2:8][N:7]([C:10]([O:12][C:13]([CH3:16])([CH3:15])[CH3:14])=[O:11])[CH2:6]1)[CH3:3].[Cl:17][C:18]1[CH:25]=[C:24]([F:26])[CH:23]=[CH:22][C:19]=1[CH:20]=O.C(O[BH-](OC(=O)C)OC(=O)C)(=O)C.[Na+].C(=O)C1C=CC=CC=1, predict the reaction product. The product is: [CH3:3][CH:2]([N:4]([CH2:20][C:19]1[CH:22]=[CH:23][C:24]([F:26])=[CH:25][C:18]=1[Cl:17])[C@H:5]1[CH2:9][CH2:8][N:7]([C:10]([O:12][C:13]([CH3:14])([CH3:16])[CH3:15])=[O:11])[CH2:6]1)[CH3:1]. (4) Given the reactants [CH2:1]([O:8][C:9]1[CH:14]=[C:13]([CH2:15][CH3:16])[C:12]([CH:17]([C:19]2[NH:20][CH:21]=[CH:22][N:23]=2)O)=[C:11]([CH2:24][CH3:25])[CH:10]=1)[C:2]1[CH:7]=[CH:6][CH:5]=[CH:4][CH:3]=1.C([SiH](CC)CC)C.FC(F)(F)C(O)=O, predict the reaction product. The product is: [CH2:1]([O:8][C:9]1[CH:10]=[C:11]([CH2:24][CH3:25])[C:12]([CH2:17][C:19]2[NH:23][CH:22]=[CH:21][N:20]=2)=[C:13]([CH2:15][CH3:16])[CH:14]=1)[C:2]1[CH:3]=[CH:4][CH:5]=[CH:6][CH:7]=1. (5) The product is: [CH3:17][O:18][C:19]1[CH:20]=[CH:21][C:22]([S:25]([N:7]2[CH2:6][C:5]3[CH:9]=[CH:10][C:11]([C:13]([O:15][CH3:16])=[O:14])=[CH:12][C:4]=3[O:3][C@H:2]([CH3:1])[CH2:8]2)(=[O:27])=[O:26])=[CH:23][CH:24]=1. Given the reactants [CH3:1][C@@H:2]1[CH2:8][NH:7][CH2:6][C:5]2[CH:9]=[CH:10][C:11]([C:13]([O:15][CH3:16])=[O:14])=[CH:12][C:4]=2[O:3]1.[CH3:17][O:18][C:19]1[CH:24]=[CH:23][C:22]([S:25](Cl)(=[O:27])=[O:26])=[CH:21][CH:20]=1.CCN(CC)CC, predict the reaction product. (6) Given the reactants I[C:2]1[C:3]([NH:10][C@H:11]2[C@@H:15]3[O:16][C:17]([CH3:20])([CH3:19])[O:18][C@@H:14]3[C@@H:13]([CH2:21][OH:22])[CH2:12]2)=[N:4][C:5]([S:8][CH3:9])=[N:6][CH:7]=1.C([Sn](CCCC)(CCCC)[C:28]1[S:29][C:30]2[CH:36]=[CH:35][CH:34]=[CH:33][C:31]=2[N:32]=1)CCC.C(N(CC)CC)C.[F-].[K+], predict the reaction product. The product is: [S:29]1[C:30]2[CH:36]=[CH:35][CH:34]=[CH:33][C:31]=2[N:32]=[C:28]1[C:2]1[C:3]([NH:10][C@H:11]2[C@@H:15]3[O:16][C:17]([CH3:20])([CH3:19])[O:18][C@@H:14]3[C@@H:13]([CH2:21][OH:22])[CH2:12]2)=[N:4][C:5]([S:8][CH3:9])=[N:6][CH:7]=1. (7) Given the reactants [C:1]([O:5][C:6]([N:8]1[CH2:16][CH2:15][C:14]2[NH:13][C:12]3[N:17]=[CH:18][C:19](Cl)=[CH:20][C:11]=3[C:10]=2[CH2:9]1)=[O:7])([CH3:4])([CH3:3])[CH3:2].[CH3:22][O:23][C:24]1[CH:29]=[CH:28][C:27]([NH2:30])=[CH:26][CH:25]=1.CC(C1C=C(C(C)C)C(C2C=CC=CC=2P(C2CCCCC2)C2CCCCC2)=C(C(C)C)C=1)C.[OH-].[K+], predict the reaction product. The product is: [C:1]([O:5][C:6]([N:8]1[CH2:16][CH2:15][C:14]2[NH:13][C:12]3[N:17]=[CH:18][C:19]([NH:30][C:27]4[CH:28]=[CH:29][C:24]([O:23][CH3:22])=[CH:25][CH:26]=4)=[CH:20][C:11]=3[C:10]=2[CH2:9]1)=[O:7])([CH3:4])([CH3:3])[CH3:2].